From a dataset of Forward reaction prediction with 1.9M reactions from USPTO patents (1976-2016). Predict the product of the given reaction. (1) Given the reactants Cl.[CH3:2][O:3][C:4]1[CH:5]=[C:6]([C:12]2[C:13]([CH3:25])([CH3:24])[C:14](=[O:23])[N:15]([CH:17]3[CH2:22][CH2:21][NH:20][CH2:19][CH2:18]3)[N:16]=2)[CH:7]=[CH:8][C:9]=1[O:10][CH3:11].[F:26][C:27]([F:39])([F:38])[O:28][C:29]1[CH:37]=[CH:36][CH:35]=[CH:34][C:30]=1[C:31](O)=[O:32], predict the reaction product. The product is: [CH3:2][O:3][C:4]1[CH:5]=[C:6]([C:12]2[C:13]([CH3:25])([CH3:24])[C:14](=[O:23])[N:15]([CH:17]3[CH2:22][CH2:21][N:20]([C:31]([C:30]4[CH:34]=[CH:35][CH:36]=[CH:37][C:29]=4[O:28][C:27]([F:26])([F:38])[F:39])=[O:32])[CH2:19][CH2:18]3)[N:16]=2)[CH:7]=[CH:8][C:9]=1[O:10][CH3:11]. (2) Given the reactants [CH3:1][O:2][C:3]1[N:8]=[N:7][C:6]([N:9]2[C:13]([C:14]3[CH:19]=[CH:18][CH:17]=[CH:16][N:15]=3)=[CH:12][C:11]([C:20]([OH:22])=O)=[N:10]2)=[CH:5][CH:4]=1.Cl.C(N=C=NCCCN(C)C)C.ON1C2C=CC=CC=2N=N1.[C:45]([NH2:49])([CH3:48])([CH3:47])[CH3:46], predict the reaction product. The product is: [C:45]([NH:49][C:20]([C:11]1[CH:12]=[C:13]([C:14]2[CH:19]=[CH:18][CH:17]=[CH:16][N:15]=2)[N:9]([C:6]2[N:7]=[N:8][C:3]([O:2][CH3:1])=[CH:4][CH:5]=2)[N:10]=1)=[O:22])([CH3:48])([CH3:47])[CH3:46]. (3) The product is: [NH2:1][C:4]1[CH:5]=[N:6][N:7]([CH2:9][CH2:10][CH2:11][NH:12][C:13](=[O:19])[O:14][C:15]([CH3:17])([CH3:16])[CH3:18])[CH:8]=1. Given the reactants [N+:1]([C:4]1[CH:5]=[N:6][N:7]([CH2:9][CH2:10][CH2:11][NH:12][C:13](=[O:19])[O:14][C:15]([CH3:18])([CH3:17])[CH3:16])[CH:8]=1)([O-])=O, predict the reaction product. (4) Given the reactants [C:1]([O-:4])(=[O:3])[CH3:2].[In+3:5].C([O-])(=O)C.C([O-])(=O)C.C([O-])(=O)C.[Sn+4:18].C([O-])(=O)C.C([O-])(=O)C.C([O-])(=O)C.[C:31](O)(=O)[CH2:32][CH2:33][CH2:34][CH2:35][CH2:36][CH2:37][CH2:38]/[CH:39]=[CH:40]\[CH2:41][CH2:42][CH2:43][CH2:44][CH2:45][CH2:46]CC, predict the reaction product. The product is: [C:1]([O-:4])(=[O:3])[CH2:2][CH2:31][CH2:32][CH2:33][CH2:34][CH2:35][CH2:36]/[CH:37]=[CH:38]\[CH2:39][CH2:40][CH2:41][CH2:42][CH2:43][CH2:44][CH2:45][CH3:46].[Sn+4:18].[In+3:5].[C:1]([O-:4])(=[O:3])[CH2:2][CH2:31][CH2:32][CH2:33][CH2:34][CH2:35][CH2:36]/[CH:37]=[CH:38]\[CH2:39][CH2:40][CH2:41][CH2:42][CH2:43][CH2:44][CH2:45][CH3:46].[C:1]([O-:4])(=[O:3])[CH2:2][CH2:31][CH2:32][CH2:33][CH2:34][CH2:35][CH2:36]/[CH:37]=[CH:38]\[CH2:39][CH2:40][CH2:41][CH2:42][CH2:43][CH2:44][CH2:45][CH3:46].[C:1]([O-:4])(=[O:3])[CH2:2][CH2:31][CH2:32][CH2:33][CH2:34][CH2:35][CH2:36]/[CH:37]=[CH:38]\[CH2:39][CH2:40][CH2:41][CH2:42][CH2:43][CH2:44][CH2:45][CH3:46].[C:1]([O-:4])(=[O:3])[CH2:2][CH2:31][CH2:32][CH2:33][CH2:34][CH2:35][CH2:36]/[CH:37]=[CH:38]\[CH2:39][CH2:40][CH2:41][CH2:42][CH2:43][CH2:44][CH2:45][CH3:46].[C:1]([O-:4])(=[O:3])[CH2:2][CH2:31][CH2:32][CH2:33][CH2:34][CH2:35][CH2:36]/[CH:37]=[CH:38]\[CH2:39][CH2:40][CH2:41][CH2:42][CH2:43][CH2:44][CH2:45][CH3:46].[C:1]([O-:4])(=[O:3])[CH2:2][CH2:31][CH2:32][CH2:33][CH2:34][CH2:35][CH2:36]/[CH:37]=[CH:38]\[CH2:39][CH2:40][CH2:41][CH2:42][CH2:43][CH2:44][CH2:45][CH3:46]. (5) Given the reactants [CH3:1][C:2]([CH3:7])([CH3:6])[C:3](Cl)=[O:4].[CH2:8]([NH:15][C:16]([C:18]1[S:22][C:21]([NH2:23])=[N:20][C:19]=1[CH3:24])=[O:17])[C:9]1[CH:14]=[CH:13][CH:12]=[CH:11][CH:10]=1, predict the reaction product. The product is: [CH2:8]([NH:15][C:16]([C:18]1[S:22][C:21]([NH:23][C:3](=[O:4])[C:2]([CH3:7])([CH3:6])[CH3:1])=[N:20][C:19]=1[CH3:24])=[O:17])[C:9]1[CH:14]=[CH:13][CH:12]=[CH:11][CH:10]=1. (6) Given the reactants [Mg].Br[CH2:3][CH2:4][CH:5]1[O:9][CH2:8][CH2:7][O:6]1.[F:10][C:11]([F:21])([F:20])[C:12]1[CH:19]=[CH:18][CH:17]=[CH:16][C:13]=1[CH:14]=[O:15].[NH4+].[Cl-], predict the reaction product. The product is: [O:6]1[CH2:7][CH2:8][O:9][CH:5]1[CH2:4][CH2:3][CH:14]([C:13]1[CH:16]=[CH:17][CH:18]=[CH:19][C:12]=1[C:11]([F:10])([F:20])[F:21])[OH:15]. (7) The product is: [CH2:7]([O:9][C:10]([C:11]1[CH:17]=[N:6][C:3]2[N:2]([N:1]=[CH:5][CH:4]=2)[C:12]=1[OH:13])=[O:21])[CH3:8]. Given the reactants [N:1]1[NH:2][C:3]([NH2:6])=[CH:4][CH:5]=1.[CH2:7]([O:9][C:10](=[O:21])[C:11](=[CH:17]OCC)[C:12](OCC)=[O:13])[CH3:8].C(O)(=O)C, predict the reaction product. (8) Given the reactants I[C:2]1[CH:8]=[CH:7][CH:6]=[CH:5][C:3]=1[NH2:4].[CH:9]#[C:10][CH2:11][CH2:12][CH3:13].C(N(CC)CC)C, predict the reaction product. The product is: [C:9]([C:2]1[CH:8]=[CH:7][CH:6]=[CH:5][C:3]=1[NH2:4])#[C:10][CH2:11][CH2:12][CH3:13]. (9) Given the reactants [OH:1][C:2]12[CH2:11][CH:6]3[CH2:7][CH:8]([CH2:10][CH:4]([C:5]3=O)[CH2:3]1)[CH2:9]2.[CH3:13][C@H:14]([NH2:21])[C:15]1[CH:20]=[CH:19][CH:18]=[CH:17][CH:16]=1.CC(C)[O-].[Al+3].CC(C)[O-].CC(C)[O-].S1C=CC=C1, predict the reaction product. The product is: [C:15]1([CH:14]([NH:21][CH:5]2[CH:6]3[CH2:11][C:2]4([OH:1])[CH2:9][CH:8]([CH2:10][CH:4]2[CH2:3]4)[CH2:7]3)[CH3:13])[CH:20]=[CH:19][CH:18]=[CH:17][CH:16]=1. (10) The product is: [CH3:4][C:2]([C:5]1[CH:6]=[CH:7][C:8]([C:11]2[CH:12]=[C:13]3[C:17](=[C:18]([C:20]([NH2:22])=[O:21])[CH:19]=2)[NH:16][CH:15]=[C:14]3[CH:23]2[CH2:24][CH2:25][N:26]([S:31]([CH2:29][CH3:30])(=[O:33])=[O:32])[CH2:27][CH2:28]2)=[CH:9][CH:10]=1)([CH3:1])[CH3:3]. Given the reactants [CH3:1][C:2]([C:5]1[CH:10]=[CH:9][C:8]([C:11]2[CH:12]=[C:13]3[C:17](=[C:18]([C:20]([NH2:22])=[O:21])[CH:19]=2)[NH:16][CH:15]=[C:14]3[CH:23]2[CH2:28][CH2:27][NH:26][CH2:25][CH2:24]2)=[CH:7][CH:6]=1)([CH3:4])[CH3:3].[CH2:29]([S:31](Cl)(=[O:33])=[O:32])[CH3:30].C(N(CC)CC)C, predict the reaction product.